Dataset: Full USPTO retrosynthesis dataset with 1.9M reactions from patents (1976-2016). Task: Predict the reactants needed to synthesize the given product. (1) Given the product [CH:36]1([N:35]([CH2:39][C:40]2[CH:53]=[C:52]([CH2:54][CH2:55][CH2:56][O:57][CH3:58])[CH:51]=[C:42]([O:43][CH2:44][C@@H:45]3[CH2:47][C@H:46]3[C:48]([O:50][C:79]3[CH:78]=[C:77]4[C:82](=[CH:81][CH:80]=3)[CH2:74][CH2:75][CH2:76]4)=[O:49])[CH:41]=2)[C:33]([C@@H:10]2[C@@H:11]([C:14]3[CH:19]=[CH:18][C:17]([O:20][CH2:21][CH2:22][O:23][C:24]4[C:29]([Cl:30])=[CH:28][C:27]([CH3:31])=[CH:26][C:25]=4[Cl:32])=[CH:16][CH:15]=3)[CH2:12][CH2:13][N:8]([C:6]([O:5][C:1]([CH3:2])([CH3:4])[CH3:3])=[O:7])[CH2:9]2)=[O:34])[CH2:37][CH2:38]1, predict the reactants needed to synthesize it. The reactants are: [C:1]([O:5][C:6]([N:8]1[CH2:13][CH2:12][C@H:11]([C:14]2[CH:19]=[CH:18][C:17]([O:20][CH2:21][CH2:22][O:23][C:24]3[C:29]([Cl:30])=[CH:28][C:27]([CH3:31])=[CH:26][C:25]=3[Cl:32])=[CH:16][CH:15]=2)[C@@H:10]([C:33]([N:35]([CH2:39][C:40]2[CH:41]=[C:42]([CH:51]=[C:52]([CH2:54][CH2:55][CH2:56][O:57][CH3:58])[CH:53]=2)[O:43][CH2:44][C@@H:45]2[CH2:47][C@H:46]2[C:48]([OH:50])=[O:49])[CH:36]2[CH2:38][CH2:37]2)=[O:34])[CH2:9]1)=[O:7])([CH3:4])([CH3:3])[CH3:2].CN1CCOCC1.C(OC(Cl)=O)C(C)C.[CH2:74]1[C:82]2[C:77](=[CH:78][C:79](O)=[CH:80][CH:81]=2)[CH2:76][CH2:75]1.[H-].[Na+]. (2) Given the product [Cl:12][C:9]1[CH:10]=[CH:11][C:6]([CH:3]([NH:2][C:35](=[O:36])[CH2:34][CH2:33][C:25]2[CH:26]=[CH:27][C:28]([O:29][CH2:30][C:31]#[CH:32])=[C:23]([O:22][CH2:20][CH3:21])[CH:24]=2)[C:4]#[N:5])=[CH:7][CH:8]=1, predict the reactants needed to synthesize it. The reactants are: Cl.[NH2:2][CH:3]([C:6]1[CH:11]=[CH:10][C:9]([Cl:12])=[CH:8][CH:7]=1)[C:4]#[N:5].C(N(CC)CC)C.[CH2:20]([O:22][C:23]1[CH:24]=[C:25]([CH2:33][CH2:34][C:35](Cl)=[O:36])[CH:26]=[CH:27][C:28]=1[O:29][CH2:30][C:31]#[CH:32])[CH3:21]. (3) Given the product [Br:1][C:2]1[CH:3]=[C:4]2[C:12](=[CH:13][CH:14]=1)[NH:11][C:10]1[CH:9]([NH:21][C:20]3[CH:22]=[CH:23][C:17]([Cl:16])=[CH:18][CH:19]=3)[CH2:8][CH2:7][CH2:6][C:5]2=1, predict the reactants needed to synthesize it. The reactants are: [Br:1][C:2]1[CH:3]=[C:4]2[C:12](=[CH:13][CH:14]=1)[NH:11][C:10]1[C:9](=O)[CH2:8][CH2:7][CH2:6][C:5]2=1.[Cl:16][C:17]1[CH:23]=[CH:22][C:20]([NH2:21])=[CH:19][CH:18]=1. (4) Given the product [NH:1]1[C:5]2[CH:6]=[CH:7][C:8]([C:10]([N:28]3[C@@H:29]4[C@@H:24]([C:23]5[CH:32]=[CH:33][C:20]([O:19][C:18]6[CH:17]=[CH:16][C:15]([O:14][CH3:13])=[CH:35][CH:34]=6)=[CH:21][C:22]=5[CH2:31][CH2:30]4)[CH2:25][CH2:26][CH2:27]3)=[O:12])=[CH:9][C:4]=2[N:3]=[CH:2]1, predict the reactants needed to synthesize it. The reactants are: [NH:1]1[C:5]2[CH:6]=[CH:7][C:8]([C:10]([OH:12])=O)=[CH:9][C:4]=2[N:3]=[CH:2]1.[CH3:13][O:14][C:15]1[CH:35]=[CH:34][C:18]([O:19][C:20]2[CH:33]=[CH:32][C:23]3[C@@H:24]4[C@H:29]([CH2:30][CH2:31][C:22]=3[CH:21]=2)[NH:28][CH2:27][CH2:26][CH2:25]4)=[CH:17][CH:16]=1. (5) Given the product [CH2:7]([O:14][C:15]1[CH:25]=[C:18]2[C:19](=[O:24])[N:20]([CH2:27][CH:28]3[CH2:30][CH2:29]3)[CH2:21][CH2:22][CH2:23][N:17]2[N:16]=1)[C:8]1[CH:9]=[CH:10][CH:11]=[CH:12][CH:13]=1, predict the reactants needed to synthesize it. The reactants are: C([O-])([O-])=O.[Cs+].[Cs+].[CH2:7]([O:14][C:15]1[CH:25]=[C:18]2[C:19](=[O:24])[NH:20][CH2:21][CH2:22][CH2:23][N:17]2[N:16]=1)[C:8]1[CH:13]=[CH:12][CH:11]=[CH:10][CH:9]=1.Br[CH2:27][CH:28]1[CH2:30][CH2:29]1.